From a dataset of Forward reaction prediction with 1.9M reactions from USPTO patents (1976-2016). Predict the product of the given reaction. (1) Given the reactants Cl.[C:2]([NH2:6])(=[NH:5])[CH2:3][CH3:4].Cl[C:8](=[CH2:11])[C:9]#[N:10], predict the reaction product. The product is: [CH2:3]([C:2]1[N:6]=[C:9]([NH2:10])[CH:8]=[CH:11][N:5]=1)[CH3:4]. (2) Given the reactants O1CCN(N[C:8]([C:10]2[CH:24]=[CH:23][C:13](CNC(=O)OC(C)(C)C)=[CH:12][CH:11]=2)=O)CC1.[CH2:25]([NH2:32])[C:26]1[CH:31]=[CH:30][CH:29]=[CH:28][CH:27]=1.[BH4-].[Na+].[C:35](=[O:38])(O)[O-:36].[Na+].Cl[CH2:41]CCl, predict the reaction product. The product is: [CH2:25]([NH:32][CH2:8][C:10]1[CH:24]=[CH:23][C:13]([C:35]([O:36][CH3:41])=[O:38])=[CH:12][CH:11]=1)[C:26]1[CH:31]=[CH:30][CH:29]=[CH:28][CH:27]=1. (3) Given the reactants [F:1][C:2]1[CH:7]=[C:6]([F:8])[CH:5]=[CH:4][C:3]=1[CH2:9][OH:10].Cl[C:12]1[CH:17]=[C:16](I)[CH:15]=[CH:14][N:13]=1.C([O-])([O-])=[O:20].[Cs+].[Cs+].N1C2C(=CC=C3C=2N=CC=C3)C=CC=1, predict the reaction product. The product is: [F:1][C:2]1[CH:7]=[C:6]([F:8])[CH:5]=[CH:4][C:3]=1[CH2:9][O:10][C:16]1[CH:15]=[CH:14][NH:13][C:12](=[O:20])[CH:17]=1. (4) Given the reactants [Cl-].[In+3:2].[Cl-].[Cl-].[Sn:5](Cl)Cl.N.[OH2:9], predict the reaction product. The product is: [OH-:9].[Sn+4:5].[In+3:2].[OH-:9].[OH-:9].[OH-:9].[OH-:9].[OH-:9].[OH-:9]. (5) Given the reactants [OH:1][NH2:2].[N:3]1[CH:8]=[CH:7][CH:6]=[CH:5][C:4]=1[CH:9]([C:21]1[CH:26]=[CH:25][CH:24]=[CH:23][N:22]=1)[CH2:10][CH2:11][CH2:12][CH2:13][CH2:14][CH2:15][C:16](OCC)=[O:17], predict the reaction product. The product is: [OH:1][NH:2][C:16](=[O:17])[CH2:15][CH2:14][CH2:13][CH2:12][CH2:11][CH:10]=[C:9]([C:21]1[CH:26]=[CH:25][CH:24]=[CH:23][N:22]=1)[C:4]1[CH:5]=[CH:6][CH:7]=[CH:8][N:3]=1. (6) The product is: [CH2:27]([C:29]1[S:37][C:36]2[N:35]=[C:34]([CH:38]([CH3:39])[CH3:40])[N:33]=[C:32]([N:41]3[CH2:42][CH2:43][N:44]([C:47](=[O:48])[CH2:19][C:20]4[CH:25]=[CH:24][CH:23]=[CH:22][CH:21]=4)[CH2:45][CH2:46]3)[C:31]=2[CH:30]=1)[CH3:28]. Given the reactants C(C1NC2C(=NC=NC=2N2CCN(C(=O)[CH2:19][C:20]3[CH:25]=[CH:24][CH:23]=[CH:22][CH:21]=3)CC2)N=1)C.[CH2:27]([C:29]1[S:37][C:36]2[N:35]=[C:34]([CH:38]([CH3:40])[CH3:39])[N:33]=[C:32]([N:41]3[CH2:46][CH2:45][N:44]([C:47](OC(C)(C)C)=[O:48])[CH2:43][CH2:42]3)[C:31]=2[CH:30]=1)[CH3:28], predict the reaction product. (7) Given the reactants [Cl:1][C:2]1[C:10]([N+:11]([O-:13])=[O:12])=[CH:9][CH:8]=[CH:7][C:3]=1[C:4]([OH:6])=[O:5].S(=O)(=O)(O)O.[CH3:19]O, predict the reaction product. The product is: [Cl:1][C:2]1[C:10]([N+:11]([O-:13])=[O:12])=[CH:9][CH:8]=[CH:7][C:3]=1[C:4]([O:6][CH3:19])=[O:5]. (8) Given the reactants [CH2:1]([N:8]1[C:13]2[N:14]=[C:15](Cl)[C:16]([F:18])=[CH:17][C:12]=2[C:11](=[O:20])[N:10]([O:21][CH2:22][C:23]2[CH:28]=[CH:27][CH:26]=[CH:25][CH:24]=2)[C:9]1=[O:29])[C:2]1[CH:7]=[CH:6][CH:5]=[CH:4][CH:3]=1.[NH:30]1[CH2:34][CH2:33][CH2:32][CH2:31]1, predict the reaction product. The product is: [CH2:1]([N:8]1[C:13]2[N:14]=[C:15]([N:30]3[CH2:34][CH2:33][CH2:32][CH2:31]3)[C:16]([F:18])=[CH:17][C:12]=2[C:11](=[O:20])[N:10]([O:21][CH2:22][C:23]2[CH:28]=[CH:27][CH:26]=[CH:25][CH:24]=2)[C:9]1=[O:29])[C:2]1[CH:7]=[CH:6][CH:5]=[CH:4][CH:3]=1. (9) Given the reactants C([O:3][C:4]([C:6]1[N:7]=[CH:8][O:9][C:10]=1[C:11]1[CH:16]=[CH:15][C:14]([Br:17])=[CH:13][CH:12]=1)=[O:5])C.[OH-].[Li+].C(Cl)Cl, predict the reaction product. The product is: [Br:17][C:14]1[CH:13]=[CH:12][C:11]([C:10]2[O:9][CH:8]=[N:7][C:6]=2[C:4]([OH:5])=[O:3])=[CH:16][CH:15]=1. (10) Given the reactants [C:1]([O:5][C:6]([N:8]1[CH2:13][C:12]([CH3:15])([CH3:14])[O:11][CH2:10][CH:9]1[C:16](O)=O)=[O:7])([CH3:4])([CH3:3])[CH3:2].C(N(CC)CC)C.C(Cl)(=O)OCC(C)C.[NH2:34][C:35]1[CH:39]=[C:38]([Br:40])[S:37][C:36]=1[C:41]([NH2:43])=[O:42], predict the reaction product. The product is: [Br:40][C:38]1[S:37][C:36]2[C:41](=[O:42])[NH:43][C:16]([CH:9]3[N:8]([C:6]([O:5][C:1]([CH3:2])([CH3:3])[CH3:4])=[O:7])[CH2:13][C:12]([CH3:14])([CH3:15])[O:11][CH2:10]3)=[N:34][C:35]=2[CH:39]=1.